Dataset: Reaction yield outcomes from USPTO patents with 853,638 reactions. Task: Predict the reaction yield, written as a fraction of the theoretical maximum amount of product (1.0 means a 100% yield; for example, 0.34 means a 34% yield). (1) The reactants are [F:1][C:2]1[CH:7]=[CH:6][C:5]([OH:8])=[CH:4][CH:3]=1.F[C:10]1[CH:15]=[CH:14][C:13]([F:16])=[CH:12][C:11]=1[N+:17]([O-:19])=[O:18].[F:20][C:21]1[CH:35]=[CH:34][C:24]([O:25][C:26]2[CH:32]=[CH:31][C:30]([F:33])=[CH:29][C:27]=2[NH2:28])=[CH:23][CH:22]=1.[NH2:36][C:37]1[S:38][CH:39]=[CH:40][N:41]=1. No catalyst specified. The product is [F:16][C:13]1[CH:14]=[CH:15][C:10]([O:8][C:5]2[CH:6]=[CH:7][C:2]([F:1])=[CH:3][CH:4]=2)=[C:11]([N+:17]([O-:19])=[O:18])[CH:12]=1.[F:33][C:30]1[CH:31]=[CH:32][C:26]([O:25][C:24]2[CH:34]=[CH:35][C:21]([F:20])=[CH:22][CH:23]=2)=[C:27]([NH:28][C:5]([NH:36][C:37]2[S:38][CH:39]=[CH:40][N:41]=2)=[O:8])[CH:29]=1. The yield is 0.750. (2) The reactants are [OH-].[Na+].[NH2:3][C:4]([NH2:6])=[NH:5].Cl[C:8]1[N:13]=[C:12]([CH2:14][C:15]2[C:20]([Cl:21])=[CH:19][CH:18]=[CH:17][C:16]=2[Cl:22])[N:11]=[C:10]([NH:23][C:24]2[CH:31]=[CH:30][C:27]([C:28]#[N:29])=[CH:26][CH:25]=2)[N:9]=1. The catalyst is O1CCOCC1. The product is [C:28]([C:27]1[CH:30]=[CH:31][C:24]([NH:23][C:10]2[N:11]=[C:12]([CH2:14][C:15]3[C:20]([Cl:21])=[CH:19][CH:18]=[CH:17][C:16]=3[Cl:22])[N:13]=[C:8]([NH:5][C:4]([NH2:6])=[NH:3])[N:9]=2)=[CH:25][CH:26]=1)#[N:29]. The yield is 0.643. (3) The reactants are [NH2:1][C:2]1[N:7]=[CH:6][N:5]=[C:4]2[N:8]([CH2:12][C:13]3[O:14][C:15]4[C:20]([C:21](=[O:29])[C:22]=3[C:23]3[CH:28]=[CH:27][CH:26]=[CH:25][CH:24]=3)=[CH:19][CH:18]=[CH:17][CH:16]=4)[N:9]=[C:10](I)[C:3]=12.[NH:30]1[C:38]2[C:33](=[CH:34][CH:35]=[C:36](B3OC(C)(C)C(C)(C)O3)[CH:37]=2)[CH:32]=[N:31]1.C(=O)([O-])[O-].[Na+].[Na+].ClCCl. The catalyst is CN(C=O)C.C(O)C.O. The product is [NH2:1][C:2]1[N:7]=[CH:6][N:5]=[C:4]2[N:8]([CH2:12][C:13]3[O:14][C:15]4[C:20]([C:21](=[O:29])[C:22]=3[C:23]3[CH:28]=[CH:27][CH:26]=[CH:25][CH:24]=3)=[CH:19][CH:18]=[CH:17][CH:16]=4)[N:9]=[C:10]([C:36]3[CH:37]=[C:38]4[C:33]([CH:32]=[N:31][NH:30]4)=[CH:34][CH:35]=3)[C:3]=12. The yield is 0.0300. (4) The yield is 0.830. The product is [ClH:14].[F:1][C:2]1[CH:3]=[C:4]2[C:9](=[CH:10][CH:11]=1)[CH2:8][CH:7]([NH2:12])[CH2:6][CH2:5]2. The reactants are [F:1][C:2]1[CH:3]=[C:4]2[C:9](=[CH:10][CH:11]=1)[CH2:8][C:7](=[N:12]O)[CH2:6][CH2:5]2.[ClH:14]. The catalyst is [Pd].CO. (5) The reactants are [Cl:1][C:2]1[CH:7]=[CH:6][C:5]([F:8])=[CH:4][C:3]=1[C@H:9]1[CH2:13][CH2:12][CH2:11][N:10]1[C:14]1[CH:19]=[CH:18][N:17]2[N:20]=[CH:21][C:22]([NH:23][C:24]([N:26]3[CH2:29][CH:28]([OH:30])[CH2:27]3)=[O:25])=[C:16]2[N:15]=1.[CH:31]1N=CN(C(N2C=NC=C2)=O)C=1.N1CC[C@H](O)C1. The catalyst is C(Cl)Cl. The product is [Cl:1][C:2]1[CH:7]=[CH:6][C:5]([F:8])=[CH:4][C:3]=1[C@H:9]1[CH2:13][CH2:12][CH2:11][N:10]1[C:14]1[CH:19]=[CH:18][N:17]2[N:20]=[CH:21][C:22]([NH:23][C:24]([N:26]3[CH2:31][CH2:27][C@@H:28]([OH:30])[CH2:29]3)=[O:25])=[C:16]2[N:15]=1. The yield is 0.670. (6) The reactants are [C:1]1([CH:7]([CH3:11])[C:8]([OH:10])=O)[CH:6]=[CH:5][CH:4]=[CH:3][CH:2]=1.C(Cl)(C(Cl)=O)=O.N1C=CC=CC=1.[CH3:24][C:25]1(C)[O:30]C(=O)[CH2:28][C:27](=O)[O:26]1. The catalyst is C(Cl)Cl.CN(C=O)C.Cl.CCO. The product is [O:10]=[C:8]([CH:7]([C:1]1[CH:2]=[CH:3][CH:4]=[CH:5][CH:6]=1)[CH3:11])[CH2:24][C:25]([O:26][CH2:27][CH3:28])=[O:30]. The yield is 0.490.